This data is from Peptide-MHC class I binding affinity with 185,985 pairs from IEDB/IMGT. The task is: Regression. Given a peptide amino acid sequence and an MHC pseudo amino acid sequence, predict their binding affinity value. This is MHC class I binding data. The peptide sequence is RLLHCVTESY. The MHC is HLA-A33:01 with pseudo-sequence HLA-A33:01. The binding affinity (normalized) is 0.182.